Dataset: TCR-epitope binding with 47,182 pairs between 192 epitopes and 23,139 TCRs. Task: Binary Classification. Given a T-cell receptor sequence (or CDR3 region) and an epitope sequence, predict whether binding occurs between them. The epitope is RLRAEAQVK. The TCR CDR3 sequence is CATSRDLMDRVSDTQYF. Result: 1 (the TCR binds to the epitope).